This data is from Full USPTO retrosynthesis dataset with 1.9M reactions from patents (1976-2016). The task is: Predict the reactants needed to synthesize the given product. (1) The reactants are: [Cl:1][C:2]1[C:10]([CH3:11])=[CH:9][CH:8]=[C:7]([F:12])[C:3]=1C(O)=O.C1C=CC(P([N:27]=[N+]=[N-])(C2C=CC=CC=2)=O)=CC=1.O. Given the product [Cl:1][C:2]1[C:10]([CH3:11])=[CH:9][CH:8]=[C:7]([F:12])[C:3]=1[NH2:27], predict the reactants needed to synthesize it. (2) Given the product [CH2:18]([O:17][C:15]1[N:14]=[CH:13][N:12]=[C:11]([N:8]2[CH2:9][CH2:10][N:5]([C:3](=[O:4])[CH2:2][O:32][C:27]3[CH:28]=[CH:29][CH:30]=[C:31]4[C:26]=3[CH:25]=[CH:24][CH:23]=[N:22]4)[CH2:6][CH2:7]2)[CH:16]=1)[CH:19]([CH3:21])[CH3:20], predict the reactants needed to synthesize it. The reactants are: Cl[CH2:2][C:3]([N:5]1[CH2:10][CH2:9][N:8]([C:11]2[CH:16]=[C:15]([O:17][CH2:18][CH:19]([CH3:21])[CH3:20])[N:14]=[CH:13][N:12]=2)[CH2:7][CH2:6]1)=[O:4].[N:22]1[C:31]2[CH:30]=[CH:29][CH:28]=[C:27]([OH:32])[C:26]=2[CH:25]=[CH:24][CH:23]=1.C(=O)([O-])[O-].[K+].[K+]. (3) Given the product [NH2:1][C:2]1[N:3]([CH3:22])[C:4](=[O:21])[C@:5]2([N:20]=1)[C:14]1[CH:13]=[C:12]([C:31]3[CH:32]=[N:33][CH:34]=[C:35]([CH:38]=3)[C:36]#[N:37])[CH:11]=[CH:10][C:9]=1[O:8][C@H:7]1[CH2:16][CH2:17][O:18][CH2:19][C@H:6]21, predict the reactants needed to synthesize it. The reactants are: [NH2:1][C:2]1[N:3]([CH3:22])[C:4](=[O:21])[C@:5]2([N:20]=1)[C:14]1[CH:13]=[C:12](Br)[CH:11]=[CH:10][C:9]=1[O:8][C@H:7]1[CH2:16][CH2:17][O:18][CH2:19][C@H:6]21.CC1(C)C(C)(C)OB([C:31]2[CH:32]=[N:33][CH:34]=[C:35]([CH:38]=2)[C:36]#[N:37])O1. (4) Given the product [C:1]1([S:7]([N:10]2[CH:14]=[C:13]([CH:22]=[CH:23][CH2:24][CH2:25][CH2:26][CH3:27])[C:12]([C:16]3[CH:17]=[N:18][CH:19]=[CH:20][CH:21]=3)=[N:11]2)(=[O:9])=[O:8])[CH:6]=[CH:5][CH:4]=[CH:3][CH:2]=1, predict the reactants needed to synthesize it. The reactants are: [C:1]1([S:7]([N:10]2[CH:14]=[C:13](Br)[C:12]([C:16]3[CH:17]=[N:18][CH:19]=[CH:20][CH:21]=3)=[N:11]2)(=[O:9])=[O:8])[CH:6]=[CH:5][CH:4]=[CH:3][CH:2]=1.[CH:22](/B(O)O)=[CH:23]\[CH2:24][CH2:25][CH2:26][CH3:27].[O-]P([O-])([O-])=O.[K+].[K+].[K+].COC1C=CC=C(OC)C=1C1C=CC=CC=1P(C1CCCCC1)C1CCCCC1. (5) The reactants are: [F:1][C:2]1[C:3]([C:21]2[N:25]([CH3:26])[C:24]3[CH:27]=[CH:28][CH:29]=[CH:30][C:23]=3[N:22]=2)=[CH:4][C:5]([N:8]2[CH2:13][CH2:12][N:11]([S:14]([CH2:17][CH2:18][O:19]C)(=[O:16])=[O:15])[CH2:10][CH2:9]2)=[N:6][CH:7]=1.B(Br)(Br)Br. Given the product [F:1][C:2]1[C:3]([C:21]2[N:25]([CH3:26])[C:24]3[CH:27]=[CH:28][CH:29]=[CH:30][C:23]=3[N:22]=2)=[CH:4][C:5]([N:8]2[CH2:13][CH2:12][N:11]([S:14]([CH2:17][CH2:18][OH:19])(=[O:16])=[O:15])[CH2:10][CH2:9]2)=[N:6][CH:7]=1, predict the reactants needed to synthesize it. (6) The reactants are: [Br:1][C:2]1[CH:3]=[C:4]([CH:8]=[CH:9][CH:10]=1)[C:5](O)=[O:6].C1N=C[N:13](C(N2C=NC=C2)=O)C=1. Given the product [Br:1][C:2]1[CH:3]=[C:4]([CH:8]=[CH:9][CH:10]=1)[C:5]([NH2:13])=[O:6], predict the reactants needed to synthesize it. (7) Given the product [CH3:28][N:29]([C:30]1[CH:35]=[CH:34][CH:33]=[CH:32][CH:31]=1)[C:12]([C:10]1[CH:9]=[CH:8][C:7]([N:15]2[CH2:18][C:17]([F:20])([F:19])[CH2:16]2)=[C:6]([O:5][CH2:4][CH:1]2[CH2:2][CH2:3]2)[N:11]=1)=[O:14], predict the reactants needed to synthesize it. The reactants are: [CH:1]1([CH2:4][O:5][C:6]2[N:11]=[C:10]([C:12]([OH:14])=O)[CH:9]=[CH:8][C:7]=2[N:15]2[CH2:18][C:17]([F:20])([F:19])[CH2:16]2)[CH2:3][CH2:2]1.FC(F)(F)C(O)=O.[CH3:28][NH:29][C:30]1[CH:35]=[CH:34][CH:33]=[CH:32][CH:31]=1. (8) Given the product [Cl:1][C:2]1[S:6][C:5]([C:7]([NH:9][CH2:10][C:11]2[N:12]=[CH:13][N:14]([C:16]3[CH:21]=[CH:20][C:19]([N:25]4[CH:26]=[CH:27][C:28]([OH:30])=[CH:29][C:24]4=[O:23])=[CH:18][CH:17]=3)[CH:15]=2)=[O:8])=[CH:4][CH:3]=1, predict the reactants needed to synthesize it. The reactants are: [Cl:1][C:2]1[S:6][C:5]([C:7]([NH:9][CH2:10][C:11]2[N:12]=[CH:13][N:14]([C:16]3[CH:21]=[CH:20][C:19](I)=[CH:18][CH:17]=3)[CH:15]=2)=[O:8])=[CH:4][CH:3]=1.[OH:23][C:24]1[CH:29]=[C:28]([OH:30])[CH:27]=[CH:26][N:25]=1.OC1C=CC=C2C=1N=CC=C2.C([O-])([O-])=O.[K+].[K+]. (9) The reactants are: [CH3:1][N:2]1[C:6]([C:7](=[N:14][O:15][CH2:16][C:17]2[N:18]=[C:19]([NH2:22])[S:20][CH:21]=2)[C:8]2[CH:13]=[CH:12][CH:11]=[CH:10][CH:9]=2)=[CH:5][N:4]=[CH:3]1.C(N(CC)CC)C.[C:30](O[C:30](=[O:34])[CH:31]([CH3:33])[CH3:32])(=[O:34])[CH:31]([CH3:33])[CH3:32]. Given the product [CH3:32][CH:31]([CH3:33])[C:30]([NH:22][C:19]1[S:20][CH:21]=[C:17]([CH2:16][O:15][N:14]=[C:7]([C:6]2[N:2]([CH3:1])[CH:3]=[N:4][CH:5]=2)[C:8]2[CH:9]=[CH:10][CH:11]=[CH:12][CH:13]=2)[N:18]=1)=[O:34], predict the reactants needed to synthesize it. (10) Given the product [CH3:14][C:7]1([CH2:15][CH2:16][CH2:17][OH:19])[CH2:6][CH2:5][C:4]2[C:9](=[C:10]([CH3:13])[C:11]([CH3:12])=[C:2]([O:1][CH:21]3[CH2:22][CH2:23][CH2:24][CH2:25][O:20]3)[CH:3]=2)[O:8]1, predict the reactants needed to synthesize it. The reactants are: [OH:1][C:2]1[CH:3]=[C:4]2[C:9](=[C:10]([CH3:13])[C:11]=1[CH3:12])[O:8][C:7]([CH2:15][CH2:16][C:17]([OH:19])=O)([CH3:14])[CH2:6][CH2:5]2.[O:20]1[CH:25]=[CH:24][CH2:23][CH2:22][CH2:21]1.[H-].[H-].[H-].[H-].[Li+].[Al+3].